Dataset: Full USPTO retrosynthesis dataset with 1.9M reactions from patents (1976-2016). Task: Predict the reactants needed to synthesize the given product. Given the product [CH2:1]([O:3][C:4](=[O:34])[CH2:5][CH2:11][C:12]1[CH:17]=[CH:16][C:15]([CH:18]([CH3:32])[C:19]([C:25]2[CH:30]=[CH:29][N:28]=[C:27]([Cl:31])[CH:26]=2)([OH:24])[C:20]([F:21])([F:23])[F:22])=[C:14]([Cl:33])[CH:13]=1)[CH3:2], predict the reactants needed to synthesize it. The reactants are: [CH2:1]([O:3][C:4](=[O:34])[CH:5]([CH2:11][C:12]1[CH:17]=[CH:16][C:15]([CH:18]([CH3:32])[C:19]([C:25]2[CH:30]=[CH:29][N:28]=[C:27]([Cl:31])[CH:26]=2)([OH:24])[C:20]([F:23])([F:22])[F:21])=[C:14]([Cl:33])[CH:13]=1)C(OCC)=O)[CH3:2].[Na+].[Cl-].O.